From a dataset of Full USPTO retrosynthesis dataset with 1.9M reactions from patents (1976-2016). Predict the reactants needed to synthesize the given product. (1) Given the product [F:8][C:9]1[CH:14]=[C:13]([F:15])[CH:12]=[CH:11][C:10]=1[C@@H:16]([F:37])[CH:17]1[CH2:22][CH2:21][N:20]([C:23]2[N:24]=[C:25]3[CH2:36][CH2:35][N:34]([C:2](=[O:1])[CH3:4])[CH2:33][C:26]3=[N:27][C:28]=2[NH:29][CH:30]([CH3:32])[CH3:31])[CH2:19][CH2:18]1, predict the reactants needed to synthesize it. The reactants are: [OH:1][C:2]([C:4](F)(F)F)=O.[F:8][C:9]1[CH:14]=[C:13]([F:15])[CH:12]=[CH:11][C:10]=1[C@@H:16]([F:37])[CH:17]1[CH2:22][CH2:21][N:20]([C:23]2[N:24]=[C:25]3[CH2:36][CH2:35][NH:34][CH2:33][C:26]3=[N:27][C:28]=2[NH:29][CH:30]([CH3:32])[CH3:31])[CH2:19][CH2:18]1.C(OC(=O)C)(=O)C.N1C=CC=CC=1. (2) The reactants are: O[C:2]1[CH:11]=[CH:10][CH:9]=[CH:8][C:3]=1[C:4]([NH:6][OH:7])=[O:5].C1N=CN(C(N2C=NC=C2)=O)C=1. Given the product [OH:5][C:4]1[C:3]2[CH:8]=[CH:9][CH:10]=[CH:11][C:2]=2[O:7][N:6]=1, predict the reactants needed to synthesize it. (3) The reactants are: [CH3:1][O:2][C:3]1[CH:4]=[C:5]2[C:10](=[CH:11][C:12]=1[O:13][CH3:14])[N:9]=[CH:8][CH:7]=[C:6]2[N:15]1[CH2:21][C:20]2[CH:22]=[C:23]([C:26]3[CH:27]=[C:28]([NH2:33])[C:29]([NH2:32])=[N:30][CH:31]=3)[CH:24]=[CH:25][C:19]=2[O:18][CH2:17][CH2:16]1.[CH3:34][O:35][C:36]([NH:38][C:39](=NC(OC)=O)SC)=[O:37]. Given the product [CH3:1][O:2][C:3]1[CH:4]=[C:5]2[C:10](=[CH:11][C:12]=1[O:13][CH3:14])[N:9]=[CH:8][CH:7]=[C:6]2[N:15]1[CH2:21][C:20]2[CH:22]=[C:23]([C:26]3[CH:27]=[C:28]4[NH:33][C:39]([NH:38][C:36](=[O:37])[O:35][CH3:34])=[N:32][C:29]4=[N:30][CH:31]=3)[CH:24]=[CH:25][C:19]=2[O:18][CH2:17][CH2:16]1, predict the reactants needed to synthesize it. (4) Given the product [Cl:36][C:31]1[CH:30]=[C:29]([N:28]2[CH2:39][CH2:38][N:25]([CH2:24][CH2:23][CH2:22][N:20]3[CH2:19][CH2:18][C:15]4([CH2:17][CH2:16]4)[C@H:14]([OH:13])[CH2:21]3)[C:26](=[O:37])[CH2:27]2)[CH:34]=[CH:33][C:32]=1[Cl:35], predict the reactants needed to synthesize it. The reactants are: FC(F)(F)C(O)=O.C([Si](C)(C)[O:13][C@@H:14]1[CH2:21][N:20]([CH2:22][CH2:23][CH2:24][N:25]([CH2:38][CH:39](OC)OC)[C:26](=[O:37])[CH2:27][NH:28][C:29]2[CH:34]=[CH:33][C:32]([Cl:35])=[C:31]([Cl:36])[CH:30]=2)[CH2:19][CH2:18][C:15]21[CH2:17][CH2:16]2)(C)(C)C.C([SiH](CC)CC)C. (5) The reactants are: Br[CH2:2][C:3]1[CH:10]=[C:9]([F:11])[CH:8]=[CH:7][C:4]=1[C:5]#[N:6].[CH3:12][O-:13].[Na+]. Given the product [F:11][C:9]1[CH:8]=[CH:7][C:4]([C:5]#[N:6])=[C:3]([CH2:2][O:13][CH3:12])[CH:10]=1, predict the reactants needed to synthesize it. (6) Given the product [C:1]([O:6][CH2:7][CH2:8][O:9][S:16]([C:13]1[CH:14]=[CH:15][C:10]([CH3:20])=[CH:11][CH:12]=1)(=[O:18])=[O:17])(=[O:5])[C:2]([CH3:4])=[CH2:3], predict the reactants needed to synthesize it. The reactants are: [C:1]([O:6][CH2:7][CH2:8][OH:9])(=[O:5])[C:2]([CH3:4])=[CH2:3].[C:10]1([CH3:20])[CH:15]=[CH:14][C:13]([S:16](Cl)(=[O:18])=[O:17])=[CH:12][CH:11]=1.